From a dataset of TCR-epitope binding with 47,182 pairs between 192 epitopes and 23,139 TCRs. Binary Classification. Given a T-cell receptor sequence (or CDR3 region) and an epitope sequence, predict whether binding occurs between them. (1) The epitope is LLSAGIFGA. The TCR CDR3 sequence is CASSFQDGTAPYEQYF. Result: 0 (the TCR does not bind to the epitope). (2) The epitope is KRWIILGLNK. The TCR CDR3 sequence is CASSSYRGGGTEAFF. Result: 1 (the TCR binds to the epitope). (3) The epitope is YEGNSPFHPL. The TCR CDR3 sequence is CASTFSGNEQFF. Result: 1 (the TCR binds to the epitope). (4) The epitope is RPRGEVRFL. The TCR CDR3 sequence is CASSQDPDSYEQYF. Result: 0 (the TCR does not bind to the epitope). (5) The epitope is PKYVKQNTLKLAT. The TCR CDR3 sequence is CASSLDGQDYEQYF. Result: 1 (the TCR binds to the epitope). (6) The epitope is KLPDDFTGCV. Result: 1 (the TCR binds to the epitope). The TCR CDR3 sequence is CASSQEEDGYSGNTIYF.